Dataset: Blood-brain barrier permeability classification from the B3DB database. Task: Regression/Classification. Given a drug SMILES string, predict its absorption, distribution, metabolism, or excretion properties. Task type varies by dataset: regression for continuous measurements (e.g., permeability, clearance, half-life) or binary classification for categorical outcomes (e.g., BBB penetration, CYP inhibition). Dataset: b3db_classification. The compound is COc1ccc(C(C)(C)O)cc1CNC1C2CCN(CC2)C1C(c1ccccc1)c1ccccc1. The result is 1 (penetrates BBB).